This data is from Catalyst prediction with 721,799 reactions and 888 catalyst types from USPTO. The task is: Predict which catalyst facilitates the given reaction. Product: [C:11]1([C:9]2[S:10][C:6]([C:4](=[O:5])[CH2:18][CH3:19])=[CH:7][N:8]=2)[CH:16]=[CH:15][CH:14]=[CH:13][CH:12]=1. Reactant: CON(C)[C:4]([C:6]1[S:10][C:9]([C:11]2[CH:16]=[CH:15][CH:14]=[CH:13][CH:12]=2)=[N:8][CH:7]=1)=[O:5].[CH2:18]([Mg]Br)[CH3:19]. The catalyst class is: 7.